From a dataset of Reaction yield outcomes from USPTO patents with 853,638 reactions. Predict the reaction yield, written as a fraction of the theoretical maximum amount of product (1.0 means a 100% yield; for example, 0.34 means a 34% yield). The reactants are CN(OC)[C:3](=[O:37])[C:4]1[CH:9]=[CH:8][C:7]([CH3:10])=[C:6]([NH:11][C:12]([C:14]2[CH:19]=[CH:18][C:17]([NH:20][C:21]3[N:30]=[C:29]([C:31]4[CH:36]=[CH:35][CH:34]=[CH:33][CH:32]=4)[C:28]4[C:23](=[CH:24][CH:25]=[CH:26][CH:27]=4)[N:22]=3)=[CH:16][CH:15]=2)=[O:13])[CH:5]=1.[H-].C([Al+]CC(C)C)C(C)C.C(OCC)(=O)C. The catalyst is ClCCl. The product is [CH:3]([C:4]1[CH:9]=[CH:8][C:7]([CH3:10])=[C:6]([NH:11][C:12](=[O:13])[C:14]2[CH:15]=[CH:16][C:17]([NH:20][C:21]3[N:30]=[C:29]([C:31]4[CH:32]=[CH:33][CH:34]=[CH:35][CH:36]=4)[C:28]4[C:23](=[CH:24][CH:25]=[CH:26][CH:27]=4)[N:22]=3)=[CH:18][CH:19]=2)[CH:5]=1)=[O:37]. The yield is 0.770.